Dataset: NCI-60 drug combinations with 297,098 pairs across 59 cell lines. Task: Regression. Given two drug SMILES strings and cell line genomic features, predict the synergy score measuring deviation from expected non-interaction effect. (1) Drug 1: CN(C)N=NC1=C(NC=N1)C(=O)N. Drug 2: C1C(C(OC1N2C=NC3=C2NC=NCC3O)CO)O. Cell line: MOLT-4. Synergy scores: CSS=31.5, Synergy_ZIP=11.8, Synergy_Bliss=15.1, Synergy_Loewe=16.3, Synergy_HSA=17.6. (2) Drug 1: CCC(=C(C1=CC=CC=C1)C2=CC=C(C=C2)OCCN(C)C)C3=CC=CC=C3.C(C(=O)O)C(CC(=O)O)(C(=O)O)O. Drug 2: CS(=O)(=O)CCNCC1=CC=C(O1)C2=CC3=C(C=C2)N=CN=C3NC4=CC(=C(C=C4)OCC5=CC(=CC=C5)F)Cl. Cell line: OVCAR-8. Synergy scores: CSS=8.87, Synergy_ZIP=2.10, Synergy_Bliss=5.83, Synergy_Loewe=-6.99, Synergy_HSA=1.44. (3) Drug 1: CC(C1=C(C=CC(=C1Cl)F)Cl)OC2=C(N=CC(=C2)C3=CN(N=C3)C4CCNCC4)N. Drug 2: CCC1(CC2CC(C3=C(CCN(C2)C1)C4=CC=CC=C4N3)(C5=C(C=C6C(=C5)C78CCN9C7C(C=CC9)(C(C(C8N6C=O)(C(=O)OC)O)OC(=O)C)CC)OC)C(=O)OC)O.OS(=O)(=O)O. Cell line: HCC-2998. Synergy scores: CSS=41.0, Synergy_ZIP=4.07, Synergy_Bliss=6.25, Synergy_Loewe=-24.0, Synergy_HSA=4.50. (4) Drug 1: CC(CN1CC(=O)NC(=O)C1)N2CC(=O)NC(=O)C2. Drug 2: CC1C(C(=O)NC(C(=O)N2CCCC2C(=O)N(CC(=O)N(C(C(=O)O1)C(C)C)C)C)C(C)C)NC(=O)C3=C4C(=C(C=C3)C)OC5=C(C(=O)C(=C(C5=N4)C(=O)NC6C(OC(=O)C(N(C(=O)CN(C(=O)C7CCCN7C(=O)C(NC6=O)C(C)C)C)C)C(C)C)C)N)C. Cell line: MOLT-4. Synergy scores: CSS=75.3, Synergy_ZIP=17.2, Synergy_Bliss=17.8, Synergy_Loewe=18.8, Synergy_HSA=19.0. (5) Drug 1: C1=NC(=NC(=O)N1C2C(C(C(O2)CO)O)O)N. Drug 2: C1CN(CCN1C(=O)CCBr)C(=O)CCBr. Cell line: HL-60(TB). Synergy scores: CSS=54.8, Synergy_ZIP=2.93, Synergy_Bliss=-0.0880, Synergy_Loewe=-16.9, Synergy_HSA=-14.0. (6) Drug 2: C1CNP(=O)(OC1)N(CCCl)CCCl. Cell line: BT-549. Synergy scores: CSS=12.4, Synergy_ZIP=-2.47, Synergy_Bliss=4.48, Synergy_Loewe=1.33, Synergy_HSA=5.07. Drug 1: C1=NC2=C(N=C(N=C2N1C3C(C(C(O3)CO)O)F)Cl)N. (7) Drug 1: CC1CCC2CC(C(=CC=CC=CC(CC(C(=O)C(C(C(=CC(C(=O)CC(OC(=O)C3CCCCN3C(=O)C(=O)C1(O2)O)C(C)CC4CCC(C(C4)OC)OCCO)C)C)O)OC)C)C)C)OC. Drug 2: CS(=O)(=O)CCNCC1=CC=C(O1)C2=CC3=C(C=C2)N=CN=C3NC4=CC(=C(C=C4)OCC5=CC(=CC=C5)F)Cl. Cell line: TK-10. Synergy scores: CSS=8.17, Synergy_ZIP=-5.08, Synergy_Bliss=0.847, Synergy_Loewe=0.835, Synergy_HSA=1.27. (8) Drug 1: C1C(C(OC1N2C=C(C(=O)NC2=O)F)CO)O. Drug 2: C(CC(=O)O)C(=O)CN.Cl. Cell line: PC-3. Synergy scores: CSS=16.6, Synergy_ZIP=-5.76, Synergy_Bliss=-3.41, Synergy_Loewe=-31.4, Synergy_HSA=-0.469. (9) Drug 1: C1CCC(C1)C(CC#N)N2C=C(C=N2)C3=C4C=CNC4=NC=N3. Drug 2: C1CNP(=O)(OC1)N(CCCl)CCCl. Cell line: OVCAR-4. Synergy scores: CSS=-1.92, Synergy_ZIP=1.04, Synergy_Bliss=-2.04, Synergy_Loewe=-2.54, Synergy_HSA=-3.89.